Dataset: Kinase inhibitor binding affinity data with 442 proteins and 68 drugs (Kd values). Task: Regression. Given a target protein amino acid sequence and a drug SMILES string, predict the binding affinity score between them. We predict pKd (pKd = -log10(Kd in M); higher means stronger binding). Dataset: davis. (1) The drug is Cn1cnc2c(F)c(Nc3ccc(Br)cc3Cl)c(C(=O)NOCCO)cc21. The target protein (TRKB) has sequence MSSWIRWHGPAMARLWGFCWLVVGFWRAAFACPTSCKCSASRIWCSDPSPGIVAFPRLEPNSVDPENITEIFIANQKRLEIINEDDVEAYVGLRNLTIVDSGLKFVAHKAFLKNSNLQHINFTRNKLTSLSRKHFRHLDLSELILVGNPFTCSCDIMWIKTLQEAKSSPDTQDLYCLNESSKNIPLANLQIPNCGLPSANLAAPNLTVEEGKSITLSCSVAGDPVPNMYWDVGNLVSKHMNETSHTQGSLRITNISSDDSGKQISCVAENLVGEDQDSVNLTVHFAPTITFLESPTSDHHWCIPFTVKGNPKPALQWFYNGAILNESKYICTKIHVTNHTEYHGCLQLDNPTHMNNGDYTLIAKNEYGKDEKQISAHFMGWPGIDDGANPNYPDVIYEDYGTAANDIGDTTNRSNEIPSTDVTDKTGREHLSVYAVVVIASVVGFCLLVMLFLLKLARHSKFGMKGFVLFHKIPLDG. The pKd is 5.0. (2) The pKd is 5.0. The target protein (TEC) has sequence MNFNTILEEILIKRSQQKKKTSPLNYKERLFVLTKSMLTYYEGRAEKKYRKGFIDVSKIKCVEIVKNDDGVIPCQNKYPFQVVHDANTLYIFAPSPQSRDLWVKKLKEEIKNNNNIMIKYHPKFWTDGSYQCCRQTEKLAPGCEKYNLFESSIRKALPPAPETKKRRPPPPIPLEEEDNSEEIVVAMYDFQAAEGHDLRLERGQEYLILEKNDVHWWRARDKYGNEGYIPSNYVTGKKSNNLDQYEWYCRNMNRSKAEQLLRSEDKEGGFMVRDSSQPGLYTVSLYTKFGGEGSSGFRHYHIKETTTSPKKYYLAEKHAFGSIPEIIEYHKHNAAGLVTRLRYPVSVKGKNAPTTAGFSYEKWEINPSELTFMRELGSGLFGVVRLGKWRAQYKVAIKAIREGAMCEEDFIEEAKVMMKLTHPKLVQLYGVCTQQKPIYIVTEFMERGCLLNFLRQRQGHFSRDVLLSMCQDVCEGMEYLERNSFIHRDLAARNCLVSEA.... The compound is CCn1c(-c2nonc2N)nc2c(C#CC(C)(C)O)ncc(OCC3CCCNC3)c21. (3) The compound is CC1CCN(C(=O)CC#N)CC1N(C)c1ncnc2[nH]ccc12. The target protein (LATS2) has sequence MRPKTFPATTYSGNSRQRLQEIREGLKQPSKSSVQGLPAGPNSDTSLDAKVLGSKDATRQQQQMRATPKFGPYQKALREIRYSLLPFANESGTSAAAEVNRQMLQELVNAGCDQEMAGRALKQTGSRSIEAALEYISKMGYLDPRNEQIVRVIKQTSPGKGLMPTPVTRRPSFEGTGDSFASYHQLSGTPYEGPSFGADGPTALEEMPRPYVDYLFPGVGPHGPGHQHQHPPKGYGASVEAAGAHFPLQGAHYGRPHLLVPGEPLGYGVQRSPSFQSKTPPETGGYASLPTKGQGGPPGAGLAFPPPAAGLYVPHPHHKQAGPAAHQLHVLGSRSQVFASDSPPQSLLTPSRNSLNVDLYELGSTSVQQWPAATLARRDSLQKPGLEAPPRAHVAFRPDCPVPSRTNSFNSHQPRPGPPGKAEPSLPAPNTVTAVTAAHILHPVKSVRVLRPEPQTAVGPSHPAWVPAPAPAPAPAPAPAAEGLDAKEEHALALGGAGAF.... The pKd is 5.0. (4) The drug is O=C(c1ccc(C=Cc2n[nH]c3ccccc23)cc1)N1CCNCC1. The target protein (TYK2(JH2domain-pseudokinase)) has sequence MPLRHWGMARGSKPVGDGAQPMAAMGGLKVLLHWAGPGGGEPWVTFSESSLTAEEVCIHIAHKVGITPPCFNLFALFDAQAQVWLPPNHILEIPRDASLMLYFRIRFYFRNWHGMNPREPAVYRCGPPGTEASSDQTAQGMQLLDPASFEYLFEQGKHEFVNDVASLWELSTEEEIHHFKNESLGMAFLHLCHLALRHGIPLEEVAKKTSFKDCIPRSFRRHIRQHSALTRLRLRNVFRRFLRDFQPGRLSQQMVMVKYLATLERLAPRFGTERVPVCHLRLLAQAEGEPCYIRDSGVAPTDPGPESAAGPPTHEVLVTGTGGIQWWPVEEEVNKEEGSSGSSGRNPQASLFGKKAKAHKAVGQPADRPREPLWAYFCDFRDITHVVLKEHCVSIHRQDNKCLELSLPSRAAALSFVSLVDGYFRLTADSSHYLCHEVAPPRLVMSIRDGIHGPLLEPFVQAKLRPEDGLYLIHWSTSHPYRLILTVAQRSQAPDGMQSL.... The pKd is 6.8. (5) The small molecule is COC(=O)c1ccc2c(c1)NC(=O)C2=C(Nc1ccc(N(C)C(=O)CN2CCN(C)CC2)cc1)c1ccccc1. The target protein is PFCDPK1(Pfalciparum). The pKd is 5.9.